This data is from NCI-60 drug combinations with 297,098 pairs across 59 cell lines. The task is: Regression. Given two drug SMILES strings and cell line genomic features, predict the synergy score measuring deviation from expected non-interaction effect. Drug 1: C1CCN(CC1)CCOC2=CC=C(C=C2)C(=O)C3=C(SC4=C3C=CC(=C4)O)C5=CC=C(C=C5)O. Drug 2: C1=NC2=C(N1)C(=S)N=C(N2)N. Cell line: SK-MEL-28. Synergy scores: CSS=4.12, Synergy_ZIP=-0.987, Synergy_Bliss=-2.27, Synergy_Loewe=-7.37, Synergy_HSA=-6.52.